Task: Binary Classification. Given a T-cell receptor sequence (or CDR3 region) and an epitope sequence, predict whether binding occurs between them.. Dataset: TCR-epitope binding with 47,182 pairs between 192 epitopes and 23,139 TCRs (1) The epitope is HTTDPSFLGRY. The TCR CDR3 sequence is CASSQEGRYMNTEAFF. Result: 1 (the TCR binds to the epitope). (2) The epitope is TLIGDCATV. The TCR CDR3 sequence is CATSAGGGPPYYEQYF. Result: 1 (the TCR binds to the epitope).